This data is from Catalyst prediction with 721,799 reactions and 888 catalyst types from USPTO. The task is: Predict which catalyst facilitates the given reaction. Reactant: F[C:2]1[C:7]([F:8])=[CH:6][C:5]([C:9](=[O:11])[CH3:10])=[C:4]([O:12][CH2:13][O:14][CH3:15])[CH:3]=1.[CH3:16][O-:17].[Na+]. Product: [F:8][C:7]1[C:2]([O:17][CH3:16])=[CH:3][C:4]([O:12][CH2:13][O:14][CH3:15])=[C:5]([C:9](=[O:11])[CH3:10])[CH:6]=1. The catalyst class is: 5.